From a dataset of Drug-target binding data from BindingDB using IC50 measurements. Regression. Given a target protein amino acid sequence and a drug SMILES string, predict the binding affinity score between them. We predict pIC50 (pIC50 = -log10(IC50 in M); higher means more potent). Dataset: bindingdb_ic50. (1) The small molecule is Nc1cc(S(=O)(=O)O)cc([N+](=O)[O-])c1O. The target protein (P86926) has sequence MQLQRLGAPLLKRLVGGCIRQSTAPIMPCVVVSGSGVFLTPVRTYMPLPNDQSDFSPYIEIDLPSESRIQSLHKSGLAAQEWVACEKVHGTNFGIYLINQGDHEVVRFAKRSGIMDPNENFFGYHILIDEFTAQIRILNDLLKQKYGLSRVGRLVLNGELFGAKYKHPLVPKSEKWCTLPNGKKFPIAGVQIQREPFPQYSPELHFFAFDIKYSVSGAEEDFVLLGYDEFVEFSSKVPNLLYARALVRGTLDECLAFDVENFMTPLPALLGLGNYPLEGNLAEGVVIRHVRRGDPAVEKHNVSTIIKLRCSSFMELKHPGKQKELKETFIDTVRSGALRRVRGNVTVISDSMLPQVEAAANDLLLNNVSDGRLSNVLSKIGREPLLSGEVSQVDVVLMLAKDALKDFLKEVDSLVLNTTLAFRKLLITNVYFESKRLVEQKWKELMQEEAAAQSEAIPPLSPAAPTKGE. The pIC50 is 5.3. (2) The small molecule is COC(=O)C1=C(C)N(Cc2ccc(C(F)(F)F)cc2)C(NCc2cccc(C(F)(F)F)c2)=NC1c1ccccc1C(F)(F)F. The target protein (P86926) has sequence MQLQRLGAPLLKRLVGGCIRQSTAPIMPCVVVSGSGVFLTPVRTYMPLPNDQSDFSPYIEIDLPSESRIQSLHKSGLAAQEWVACEKVHGTNFGIYLINQGDHEVVRFAKRSGIMDPNENFFGYHILIDEFTAQIRILNDLLKQKYGLSRVGRLVLNGELFGAKYKHPLVPKSEKWCTLPNGKKFPIAGVQIQREPFPQYSPELHFFAFDIKYSVSGAEEDFVLLGYDEFVEFSSKVPNLLYARALVRGTLDECLAFDVENFMTPLPALLGLGNYPLEGNLAEGVVIRHVRRGDPAVEKHNVSTIIKLRCSSFMELKHPGKQKELKETFIDTVRSGALRRVRGNVTVISDSMLPQVEAAANDLLLNNVSDGRLSNVLSKIGREPLLSGEVSQVDVVLMLAKDALKDFLKEVDSLVLNTTLAFRKLLITNVYFESKRLVEQKWKELMQEEAAAQSEAIPPLSPAAPTKGE. The pIC50 is 4.0. (3) The small molecule is CC1C(=O)SC(C)(CC2CCCCC2)C1=O. The target protein (P0A953) has sequence MKRAVITGLGIVSSIGNNQQEVLASLREGRSGITFSQELKDSGMRSHVWGNVKLDTTGLIDRKVVRFMSDASIYAFLSMEQAIADAGLSPEAYQNNPRVGLIAGSGGGSPRFQVFGADAMRGPRGLKAVGPYVVTKAMASGVSACLATPFKIHGVNYSISSACATSAHCIGNAVEQIQLGKQDIVFAGGGEELCWEMACEFDAMGALSTKYNDTPEKASRTYDAHRDGFVIAGGGGMVVVEELEHALARGAHIYAEIVGYGATSDGADMVAPSGEGAVRCMKMAMHGVDTPIDYLNSHGTSTPVGDVKELAAIREVFGDKSPAISATKAMTGHSLGAAGVQEAIYSLLMLEHGFIAPSINIEELDEQAAGLNIVTETTDRELTTVMSNSFGFGGTNATLVMRKLKD. The pIC50 is 3.0. (4) The compound is Cc1csc(C2OC[C@@H](C)n3c(-c4ccccc4)c4c(=O)n(C)c(=O)n(C)c4c32)n1. The target protein sequence is WTTPILKKGYRQHLELSDVYQAPSSDSADHLSEQLEREWDREQASKKNPKLIHALRRCFFWRFIFYGILLYLGEVTKAVQPLLLGRIIASYDPDNKVERSIAIYLGIGLCLLFIVRTLLLHPAIFGLHRIGMQMRIAMFSLIYKKTLKLSSRVLDKISIGQLVSLLSNNLNKFDEGLALAHFVWIAPLQVALLMGLLWELLQFSAFCGLGLLIILVFFQAILGKMMVKYRVELKLTKKAAYTRFLTSSAFFFSGFFVVLLAVLPYTVLNGIILRKIFTTISFCIVLRMAVTRQLPTAVQTWYDSIGMITKVQDFLQYQEYKILEYNLMTTDVTMENVSAFWEEGFGELLEKVQLNNDDRKLSNDDDNPSLGHICFLENPVLKNISFKVEKGEMLAITGSTGAGKDISKFAEKDNTILGEGGVTLSGGQRARISLARAVYKDADVYLLDSPFGYLDVLTEEQIFENCVCKLMANKTRILVTSKMEHLKKADKILILHEGSS.... The pIC50 is 8.5. (5) The small molecule is CCOC(=O)C(=O)Cc1cccnn1. The target protein sequence is MSNGYEDHMAEDCRGDIGRTNLIVNYLPQNMTQDELRSLFSSIGEVESAKLIRDKVAGHSLGYGFVNYVTAKDAERAINTLNGLRLQSKTIKVSYARPSSEVIKDANLYISGLPRTMTQKDVEDMFSRFGRIINSRVLVDQTTGLSRGVAFIRFDKRSEAEEAITSFNGHKPPGSSEPIAVKFAANPNQNKNVALLSQLYHSPARRFGGPVHHQAQRFRFSPMGVDHMSGLSGVNVPGNASSGWCIFIYNLGQDADEGILWQMFGPFGAVTNVKVIRDFNTNKCKGFGFVTMTNYEEAAMAIASLNGYRLGDKILQVSFKTNKSHK. The pIC50 is 5.3. (6) The small molecule is C=CCc1cc(OC)ccc1OCC(C)C. The target protein (P09186) has sequence MLGGLLHRGHKIKGTVVLMRKNVLHVNSVTSVGGIIGQGLDLVGSTLDTLTAFLGRPVSLQLISATKADANGKGKLGKATFLEGIITSLPTLGAGQSAFKINFEWDDGSGILGAFYIKNFMQTEFFLVSLTLEDIPNHGSIHFVCNSWIYNAKLFKSDRIFFANQTYLPSETPAPLVKYREEELHNLRGDGTGERKEWERVYDYDVYNDLGDPDKGENHARPVLGGNDTFPYPRRGRTGRKPTRKDPNSESRSNDVYLPRDEAFGHLKSSDFLTYGLKSVSQNVLPLLQSAFDLNFTPREFDSFDEVHGLYSGGIKLPTDIISKISPLPVLKEIFRTDGEQALKFPPPKVIQVSKSAWMTDEEFAREMLAGVNPNLIRCLKEFPPRSKLDSQVYGDHTSQITKEHLEPNLEGLTVDEAIQNKRLFLLGHHDPIMPYLRRINATSTKAYATRTILFLKNDGTLRPLAIELSLPHPQGDQSGAFSQVFLPADEGVESSIWLL.... The pIC50 is 4.5.